Dataset: Forward reaction prediction with 1.9M reactions from USPTO patents (1976-2016). Task: Predict the product of the given reaction. (1) Given the reactants Br[C:2]1[CH:7]=[C:6]([C@@H:8]2[CH2:12][CH2:11][CH2:10][N:9]2[C@@H:13]([C:15]2[CH:20]=[CH:19][C:18]([O:21][CH3:22])=[CH:17][CH:16]=2)[CH3:14])[CH:5]=[CH:4][N:3]=1.[C:23]([O:27][C:28]([N:30]1[C:38]2[C:33](=[CH:34][CH:35]=[CH:36][CH:37]=2)[C:32](B2OC(C)(C)C(C)(C)O2)=[CH:31]1)=[O:29])([CH3:26])([CH3:25])[CH3:24].C(=O)([O-])[O-].[Na+].[Na+].O, predict the reaction product. The product is: [C:23]([O:27][C:28]([N:30]1[C:38]2[C:33](=[CH:34][CH:35]=[CH:36][CH:37]=2)[C:32]([C:2]2[CH:7]=[C:6]([C@@H:8]3[CH2:12][CH2:11][CH2:10][N:9]3[C@@H:13]([C:15]3[CH:20]=[CH:19][C:18]([O:21][CH3:22])=[CH:17][CH:16]=3)[CH3:14])[CH:5]=[CH:4][N:3]=2)=[CH:31]1)=[O:29])([CH3:26])([CH3:24])[CH3:25]. (2) Given the reactants [CH2:1]([N:4]1[C:9]([CH3:10])=[CH:8][C:7]([OH:11])=[CH:6][C:5]1=[O:12])[CH:2]=[CH2:3].C1C(=O)N(Br)C(=O)C1.[Cl:21]C(Cl)C(O)=O, predict the reaction product. The product is: [CH2:1]([N:4]1[C:9]([CH3:10])=[CH:8][C:7]([OH:11])=[C:6]([Cl:21])[C:5]1=[O:12])[CH:2]=[CH2:3]. (3) Given the reactants C[O:2][C:3]1[CH:8]=[CH:7][C:6]([CH:9]=[CH2:10])=[CH:5][N:4]=1.[Na+].[I-].C[Si](Cl)(C)C, predict the reaction product. The product is: [CH2:9]([C:6]1[CH:7]=[CH:8][C:3](=[O:2])[NH:4][CH:5]=1)[CH3:10]. (4) Given the reactants N(C(C)C)C(C)C.[Li]CCCC.C[O:14][C:15]([CH:17]1[CH2:26][CH2:25][C:24]2[C:19](=[CH:20][CH:21]=[CH:22][CH:23]=2)[CH2:18]1)=[O:16].[Li+].CC([N-]C(C)C)C.O([C:43]([O:45][C:46]([CH3:49])([CH3:48])[CH3:47])=[O:44])[C:43]([O:45][C:46]([CH3:49])([CH3:48])[CH3:47])=[O:44].[NH4+].[Cl-], predict the reaction product. The product is: [C:46]([O:45][C:43]([C:17]1([C:15]([OH:16])=[O:14])[CH2:26][CH2:25][C:24]2[C:19](=[CH:20][CH:21]=[CH:22][CH:23]=2)[CH2:18]1)=[O:44])([CH3:47])([CH3:48])[CH3:49]. (5) Given the reactants Cl.[N:2]12[CH2:9][CH2:8][CH:5]([CH2:6][CH2:7]1)[CH:4]([CH2:10][C:11]([OH:13])=O)[CH2:3]2.CN(C(ON1N=NC2C=CC=NC1=2)=[N+](C)C)C.F[P-](F)(F)(F)(F)F.[Br:38][C:39]1[CH:44]=[CH:43][C:42]([C:45]([NH2:48])([CH3:47])[CH3:46])=[CH:41][CH:40]=1.C(N(CC)CC)C, predict the reaction product. The product is: [Br:38][C:39]1[CH:40]=[CH:41][C:42]([C:45]([NH:48][C:11](=[O:13])[CH2:10][CH:4]2[CH:5]3[CH2:6][CH2:7][N:2]([CH2:9][CH2:8]3)[CH2:3]2)([CH3:46])[CH3:47])=[CH:43][CH:44]=1. (6) Given the reactants [Br:1][C:2]1[CH:11]=[CH:10][C:9]2[N:8]=[CH:7][C:6]3[NH:12][C:13](=[O:15])[O:14][C:5]=3[C:4]=2[CH:3]=1.[CH3:16]N(C)C=O.[H-].[Na+].IC, predict the reaction product. The product is: [Br:1][C:2]1[CH:11]=[CH:10][C:9]2[N:8]=[CH:7][C:6]3[N:12]([CH3:16])[C:13](=[O:15])[O:14][C:5]=3[C:4]=2[CH:3]=1. (7) Given the reactants [CH3:1][S:2][C:3]1[NH:7][N:6]=[C:5]([C:8]2[CH:13]=[CH:12][CH:11]=[CH:10][CH:9]=2)[CH:4]=1.[I-:14].[Na+].II.C([O-])([O-])=O.[K+].[K+], predict the reaction product. The product is: [I:14][C:4]1[C:5]([C:8]2[CH:9]=[CH:10][CH:11]=[CH:12][CH:13]=2)=[N:6][NH:7][C:3]=1[S:2][CH3:1].